From a dataset of Catalyst prediction with 721,799 reactions and 888 catalyst types from USPTO. Predict which catalyst facilitates the given reaction. (1) Reactant: C([Sn](CCCC)(CCCC)[C:6]1[CH:11]=[N:10][CH:9]=[CH:8][N:7]=1)CCC.[NH2:20][C:21]1[O:22][CH2:23][C@:24]2([N:47]=1)[C:37]1[CH:36]=[C:35](Br)[CH:34]=[CH:33][C:32]=1[O:31][C:30]1[C:25]2=[CH:26][C:27]([O:40][CH2:41][C:42]([CH3:46])([CH3:45])[C:43]#[N:44])=[CH:28][C:29]=1[F:39]. Product: [NH2:20][C:21]1[O:22][CH2:23][C@:24]2([N:47]=1)[C:37]1[CH:36]=[C:35]([C:6]3[CH:11]=[N:10][CH:9]=[CH:8][N:7]=3)[CH:34]=[CH:33][C:32]=1[O:31][C:30]1[C:25]2=[CH:26][C:27]([O:40][CH2:41][C:42]([CH3:45])([CH3:46])[C:43]#[N:44])=[CH:28][C:29]=1[F:39]. The catalyst class is: 455. (2) Reactant: [N+:1]([C:4]1[CH:5]=[CH:6][CH:7]=[C:8]2[C:12]=1[NH:11][C:10]([C:13]([OH:15])=O)=[CH:9]2)([O-:3])=[O:2].[N:16]1(O)C2C=CC=CC=2N=N1.Cl.CN(C)CCCN=C=NCC.N. Product: [N+:1]([C:4]1[CH:5]=[CH:6][CH:7]=[C:8]2[C:12]=1[NH:11][C:10]([C:13]([NH2:16])=[O:15])=[CH:9]2)([O-:3])=[O:2]. The catalyst class is: 145. (3) Reactant: [F:1][C:2]1[CH:7]=[CH:6][C:5]([C:8]2[C:20]([C:21](=O)[CH:22]=[CH:23]N(C)C)=[C:11]3[CH:12]=[CH:13][C:14]([C:16]([F:19])([F:18])[F:17])=[CH:15][N:10]3[N:9]=2)=[CH:4][CH:3]=1.[CH3:28][O:29][C:30]1[CH:44]=[CH:43][C:33]([CH2:34][O:35][CH2:36][CH2:37][CH2:38][NH:39][C:40]([NH2:42])=[NH:41])=[CH:32][CH:31]=1.C(=O)([O-])[O-].[K+].[K+].O. Product: [F:1][C:2]1[CH:3]=[CH:4][C:5]([C:8]2[C:20]([C:21]3[CH:22]=[CH:23][N:42]=[C:40]([NH:39][CH2:38][CH2:37][CH2:36][O:35][CH2:34][C:33]4[CH:32]=[CH:31][C:30]([O:29][CH3:28])=[CH:44][CH:43]=4)[N:41]=3)=[C:11]3[CH:12]=[CH:13][C:14]([C:16]([F:17])([F:19])[F:18])=[CH:15][N:10]3[N:9]=2)=[CH:6][CH:7]=1. The catalyst class is: 9. (4) Reactant: [CH3:1][O:2][C:3]1[CH:8]=[CH:7][C:6]([O:9][C:10](Cl)=[O:11])=[CH:5][CH:4]=1.[NH2:13][C:14]1[CH:15]=[C:16]([C:20]2[C:24]([Br:25])=[CH:23][N:22]([CH3:26])[N:21]=2)[CH:17]=[CH:18][CH:19]=1.C(N(CC)CC)C. Product: [Br:25][C:24]1[C:20]([C:16]2[CH:15]=[C:14]([NH:13][C:10]([O:9][C:6]3[CH:7]=[CH:8][C:3]([O:2][CH3:1])=[CH:4][CH:5]=3)=[O:11])[CH:19]=[CH:18][CH:17]=2)=[N:21][N:22]([CH3:26])[CH:23]=1. The catalyst class is: 2. (5) Reactant: [Si]([O:8][C@H:9]1[CH2:13][CH2:12][N:11]([CH2:14][C@@H:15]([N:28](C)[C:29](=O)OCC2C=CC=CC=2)[C:16]2[CH:21]=[CH:20][CH:19]=[C:18]([C:22]3[O:26][N:25]=[C:24]([CH3:27])[N:23]=3)[CH:17]=2)[CH2:10]1)(C(C)(C)C)(C)C. Product: [CH3:27][C:24]1[N:23]=[C:22]([C:18]2[CH:17]=[C:16]([C@H:15]([NH:28][CH3:29])[CH2:14][N:11]3[CH2:12][CH2:13][C@H:9]([OH:8])[CH2:10]3)[CH:21]=[CH:20][CH:19]=2)[O:26][N:25]=1. The catalyst class is: 126. (6) Reactant: Br[C:2]1[CH:15]=[CH:14][C:13]2[C:4](=[C:5]([C:26]3[CH:35]=[CH:34][C:33]4[C:28](=CC=CC=4)[CH:27]=3)[C:6]3[C:11]([C:12]=2[C:16]2[CH:25]=[CH:24][C:23]4[C:18](=CC=CC=4)[CH:17]=2)=[CH:10][CH:9]=[CH:8][CH:7]=3)[CH:3]=1.C([Li])CCC.C[O:42][B:43]([O:46]C)OC. Product: [C:26]1([C:5]2[C:6]3[C:11]([C:12]([C:16]4[CH:17]=[CH:18][CH:23]=[CH:24][CH:25]=4)=[C:13]4[C:4]=2[CH:3]=[C:2]([B:43]([OH:46])[OH:42])[CH:15]=[CH:14]4)=[CH:10][CH:9]=[CH:8][CH:7]=3)[CH:35]=[CH:34][CH:33]=[CH:28][CH:27]=1. The catalyst class is: 1. (7) Reactant: C[C:2]([O-:5])(C)C.[K+].C(OC=O)C.[CH3:12][CH:13]([C:15](=[O:21])[CH2:16][CH2:17][CH:18]([CH3:20])[CH3:19])[CH3:14]. Product: [OH:5][CH:2]=[C:16]([CH2:17][CH:18]([CH3:20])[CH3:19])[C:15](=[O:21])[CH:13]([CH3:14])[CH3:12]. The catalyst class is: 165.